Dataset: Forward reaction prediction with 1.9M reactions from USPTO patents (1976-2016). Task: Predict the product of the given reaction. (1) The product is: [Cl:21][C:22]1[CH:23]=[C:24]([C:25]([N:18]2[CH2:19][CH2:20][C:14]3[NH:13][C:12]4[N:11]=[CH:10][CH:9]=[C:8]([NH:7][C:1]5[CH:2]=[CH:3][CH:4]=[CH:5][CH:6]=5)[C:16]=4[C:15]=3[CH2:17]2)=[O:26])[CH:28]=[CH:29][CH:30]=1. Given the reactants [C:1]1([NH:7][C:8]2[C:16]3[C:15]4[CH2:17][NH:18][CH2:19][CH2:20][C:14]=4[NH:13][C:12]=3[N:11]=[CH:10][CH:9]=2)[CH:6]=[CH:5][CH:4]=[CH:3][CH:2]=1.[Cl:21][C:22]1[CH:23]=[C:24]([CH:28]=[CH:29][CH:30]=1)[C:25](Cl)=[O:26].C(N(CC)CC)C, predict the reaction product. (2) Given the reactants [Cl:1][C:2]1[CH:7]=[C:6]([C:8]([F:11])([F:10])[F:9])[CH:5]=[CH:4][C:3]=1[CH2:12][C:13]([OH:15])=[O:14].C(N1C=CN=C1)(N1C=CN=C1)=O.C([O-])([O-])=O.[K+].[K+].O[C:35]1[CH:40]=[C:39]([O:41][CH3:42])[CH:38]=[CH:37][C:36]=1[C:43](=O)[CH2:44][C:45]1[CH:50]=[CH:49][C:48]([OH:51])=[CH:47][CH:46]=1, predict the reaction product. The product is: [Cl:1][C:2]1[CH:7]=[C:6]([C:8]([F:11])([F:10])[F:9])[CH:5]=[CH:4][C:3]=1[C:12]1[C:13](=[O:15])[O:14][C:37]2[C:36]([C:43]=1[CH2:44][C:45]1[CH:50]=[CH:49][C:48]([OH:51])=[CH:47][CH:46]=1)=[CH:35][CH:40]=[C:39]([O:41][CH3:42])[CH:38]=2. (3) Given the reactants C1(C)C=CC=CC=1.[F:8][C:9]1[CH:26]=[CH:25][C:12]([NH:13][C:14]2[CH:23]=[C:22](I)[CH:21]=[CH:20][C:15]=2[C:16]([O:18][CH3:19])=[O:17])=[CH:11][CH:10]=1.[CH2:27]([C:30]1[CH:35]=[CH:34][CH:33]=[CH:32][CH:31]=1)[CH:28]=[CH2:29], predict the reaction product. The product is: [F:8][C:9]1[CH:26]=[CH:25][C:12]([NH:13][C:14]2[CH:23]=[C:22]([CH:29]=[CH:28][CH2:27][C:30]3[CH:35]=[CH:34][CH:33]=[CH:32][CH:31]=3)[CH:21]=[CH:20][C:15]=2[C:16]([O:18][CH3:19])=[O:17])=[CH:11][CH:10]=1. (4) Given the reactants Cl[C:2]1[N:11]=[C:10]([N:12]2[CH2:17][CH2:16][O:15][CH2:14][CH2:13]2)[C:9]2[C:4](=[CH:5][C:6]([C:18]([OH:21])([CH3:20])[CH3:19])=[CH:7][CH:8]=2)[N:3]=1.[CH3:22][N:23]([CH3:51])[C:24](=[O:50])[C:25]1[CH:30]=[CH:29][C:28]([NH:31][C:32]([NH:34][C:35]2[CH:40]=[CH:39][C:38](B3OC(C)(C)C(C)(C)O3)=[CH:37][CH:36]=2)=[O:33])=[CH:27][CH:26]=1.C(=O)([O-])[O-].[Cs+].[Cs+].CN(C=O)C, predict the reaction product. The product is: [OH:21][C:18]([C:6]1[CH:5]=[C:4]2[C:9]([C:10]([N:12]3[CH2:17][CH2:16][O:15][CH2:14][CH2:13]3)=[N:11][C:2]([C:38]3[CH:37]=[CH:36][C:35]([NH:34][C:32](=[O:33])[NH:31][C:28]4[CH:27]=[CH:26][C:25]([C:24]([N:23]([CH3:51])[CH3:22])=[O:50])=[CH:30][CH:29]=4)=[CH:40][CH:39]=3)=[N:3]2)=[CH:8][CH:7]=1)([CH3:20])[CH3:19]. (5) Given the reactants [CH:1]1([C:4]2[N:9]=[C:8]([C:10]([OH:12])=O)[C:7]([NH:13][C:14]3[CH:15]=[N:16][CH:17]=[N:18][CH:19]=3)=[CH:6][CH:5]=2)[CH2:3][CH2:2]1.[CH:20]1([N:26]2[C:30]([NH2:31])=[CH:29][C:28]([C:32]3[CH:37]=[CH:36][CH:35]=[CH:34][N:33]=3)=[N:27]2)[CH2:25][CH2:24][CH2:23][CH2:22][CH2:21]1.C(N(C(C)C)C(C)C)C.CCCP(=O)=O, predict the reaction product. The product is: [CH:20]1([N:26]2[C:30]([NH:31][C:10]([C:8]3[C:7]([NH:13][C:14]4[CH:15]=[N:16][CH:17]=[N:18][CH:19]=4)=[CH:6][CH:5]=[C:4]([CH:1]4[CH2:2][CH2:3]4)[N:9]=3)=[O:12])=[CH:29][C:28]([C:32]3[CH:37]=[CH:36][CH:35]=[CH:34][N:33]=3)=[N:27]2)[CH2:25][CH2:24][CH2:23][CH2:22][CH2:21]1.